Dataset: Full USPTO retrosynthesis dataset with 1.9M reactions from patents (1976-2016). Task: Predict the reactants needed to synthesize the given product. Given the product [Cl:6][C:7]1[CH:8]=[CH:9][C:10]2[N:16]([CH2:17][C:18]([CH3:19])([CH3:21])[CH3:20])[C:15](=[O:22])[C@@H:14]([CH2:23][C:24]([NH2:2])=[O:26])[O:13][C@H:12]([C:27]3[CH:32]=[CH:31][CH:30]=[C:29]([O:33][CH3:34])[C:28]=3[O:35][CH3:36])[C:11]=2[CH:37]=1, predict the reactants needed to synthesize it. The reactants are: C[N:2](C)C=O.[Cl:6][C:7]1[CH:8]=[CH:9][C:10]2[N:16]([CH2:17][C:18]([CH3:21])([CH3:20])[CH3:19])[C:15](=[O:22])[C@@H:14]([CH2:23][C:24]([OH:26])=O)[O:13][C@H:12]([C:27]3[CH:32]=[CH:31][CH:30]=[C:29]([O:33][CH3:34])[C:28]=3[O:35][CH3:36])[C:11]=2[CH:37]=1.[Cl-].[NH4+].C(OP(C#N)(=O)OCC)C.